Dataset: Peptide-MHC class I binding affinity with 185,985 pairs from IEDB/IMGT. Task: Regression. Given a peptide amino acid sequence and an MHC pseudo amino acid sequence, predict their binding affinity value. This is MHC class I binding data. (1) The peptide sequence is HPVLVTATL. The MHC is HLA-B18:01 with pseudo-sequence HLA-B18:01. The binding affinity (normalized) is 0.242. (2) The peptide sequence is ALSEGVYRI. The MHC is HLA-A02:03 with pseudo-sequence HLA-A02:03. The binding affinity (normalized) is 0.736. (3) The peptide sequence is ALCTFLLNK. The MHC is HLA-A31:01 with pseudo-sequence HLA-A31:01. The binding affinity (normalized) is 0.458.